Dataset: Full USPTO retrosynthesis dataset with 1.9M reactions from patents (1976-2016). Task: Predict the reactants needed to synthesize the given product. Given the product [CH:29]1([C:9]2[C:8]([C:6]3[CH:5]=[CH:4][N:3]=[C:2]([CH:32]=[CH2:33])[CH:7]=3)=[CH:13][C:12]([C:14]#[N:15])=[C:11]([N:16]3[CH2:21][CH2:20][N:19]([C:22](=[O:27])[CH2:23][CH2:24][O:25][CH3:26])[C@H:18]([CH3:28])[CH2:17]3)[N:10]=2)[CH2:31][CH2:30]1, predict the reactants needed to synthesize it. The reactants are: Cl[C:2]1[CH:7]=[C:6]([C:8]2[C:9]([CH:29]3[CH2:31][CH2:30]3)=[N:10][C:11]([N:16]3[CH2:21][CH2:20][N:19]([C:22](=[O:27])[CH2:23][CH2:24][O:25][CH3:26])[C@H:18]([CH3:28])[CH2:17]3)=[C:12]([C:14]#[N:15])[CH:13]=2)[CH:5]=[CH:4][N:3]=1.[CH3:32][C:33]([O-])=O.[K+].